The task is: Predict the product of the given reaction.. This data is from Forward reaction prediction with 1.9M reactions from USPTO patents (1976-2016). (1) Given the reactants [F:1][C:2]1[CH:3]=[CH:4][C:5]([NH:8][C:9](=[NH:17])[C:10]2[C:15]([CH3:16])=[CH:14][CH:13]=[N:12][CH:11]=2)=[N:6][CH:7]=1, predict the reaction product. The product is: [F:1][C:2]1[CH:3]=[CH:4][C:5]2[N:6]([N:17]=[C:9]([C:10]3[CH:11]=[N:12][CH:13]=[CH:14][C:15]=3[CH3:16])[N:8]=2)[CH:7]=1. (2) Given the reactants C([O:3][C:4](=O)[CH2:5][C:6]1[N:7]=[C:8]([NH:11][C:12]2[CH:17]=[CH:16][C:15]([N:18]3[CH:22]=[C:21]([CH3:23])[N:20]=[CH:19]3)=[C:14]([O:24][CH3:25])[CH:13]=2)[S:9][CH:10]=1)C.[CH2:27]([NH2:31])[CH2:28][CH2:29][CH3:30], predict the reaction product. The product is: [CH2:27]([NH:31][C:4](=[O:3])[CH2:5][C:6]1[N:7]=[C:8]([NH:11][C:12]2[CH:17]=[CH:16][C:15]([N:18]3[CH:22]=[C:21]([CH3:23])[N:20]=[CH:19]3)=[C:14]([O:24][CH3:25])[CH:13]=2)[S:9][CH:10]=1)[CH2:28][CH2:29][CH3:30]. (3) Given the reactants CC([N:5]([CH2:9][CH:10]([NH:18][C:19]([C:21]1[S:22][CH:23]=[C:24]([C:26]2[N:30]([CH3:31])[N:29]=[CH:28][C:27]=2[C:32]2[CH:37]=[CH:36][CH:35]=[CH:34][CH:33]=2)[CH:25]=1)=[O:20])[CH2:11][C:12]1[CH:17]=[CH:16][CH:15]=[CH:14][CH:13]=1)C(=O)[O-])(C)C, predict the reaction product. The product is: [NH2:5][CH2:9][CH:10]([NH:18][C:19]([C:21]1[S:22][CH:23]=[C:24]([C:26]2[N:30]([CH3:31])[N:29]=[CH:28][C:27]=2[C:32]2[CH:33]=[CH:34][CH:35]=[CH:36][CH:37]=2)[CH:25]=1)=[O:20])[CH2:11][C:12]1[CH:17]=[CH:16][CH:15]=[CH:14][CH:13]=1. (4) The product is: [CH3:1][O:2][C:3]1[CH:4]=[C:5]([C:9]2[C:10]3[N:11]([N:15]=[C:16]([NH:18][C:20]4[CH:25]=[CH:24][N:23]=[C:22]([CH3:26])[CH:21]=4)[N:17]=3)[CH:12]=[CH:13][CH:14]=2)[CH:6]=[CH:7][CH:8]=1. Given the reactants [CH3:1][O:2][C:3]1[CH:4]=[C:5]([C:9]2[C:10]3[N:11]([N:15]=[C:16]([NH2:18])[N:17]=3)[CH:12]=[CH:13][CH:14]=2)[CH:6]=[CH:7][CH:8]=1.Br[C:20]1[CH:25]=[CH:24][N:23]=[C:22]([CH3:26])[CH:21]=1.CC(C)([O-])C.[Na+].C1(P(C2C=C(C)C=C(C)C=2)C2C=CC3C(=CC=CC=3)C=2C2C3C(=CC=CC=3)C=CC=2P(C2C=C(C)C=C(C)C=2)C2C=C(C)C=C(C)C=2)C=C(C)C=C(C)C=1, predict the reaction product. (5) Given the reactants [CH2:1]([N:3]1[C:7]2=[N:8][C:9]([CH2:27][CH3:28])=[C:10]([CH2:19][NH:20][C:21](=[O:26])[CH2:22][C:23](O)=[O:24])[C:11]([NH:12][CH:13]3[CH2:18][CH2:17][O:16][CH2:15][CH2:14]3)=[C:6]2[CH:5]=[N:4]1)[CH3:2].[Br:29][C:30]1[CH:31]=[C:32]([CH2:37][NH2:38])[CH:33]=[CH:34][C:35]=1[Cl:36].CN(C(ON1N=NC2C=CC=NC1=2)=[N+](C)C)C.F[P-](F)(F)(F)(F)F.C(N(CC)CC)C, predict the reaction product. The product is: [Br:29][C:30]1[CH:31]=[C:32]([CH2:37][NH:38][C:23](=[O:24])[CH2:22][C:21]([NH:20][CH2:19][C:10]2[C:11]([NH:12][CH:13]3[CH2:14][CH2:15][O:16][CH2:17][CH2:18]3)=[C:6]3[CH:5]=[N:4][N:3]([CH2:1][CH3:2])[C:7]3=[N:8][C:9]=2[CH2:27][CH3:28])=[O:26])[CH:33]=[CH:34][C:35]=1[Cl:36]. (6) The product is: [NH2:30][C@@H:26]([CH2:25][C:22]1[CH:23]=[CH:24][C:19]([O:18][C:11]2[C:12]3[C:17](=[CH:16][CH:15]=[CH:14][CH:13]=3)[N:8]=[CH:9][CH:10]=2)=[CH:20][CH:21]=1)[C:27]([OH:29])=[O:28]. Given the reactants FC(F)(F)C(O)=O.[N:8]1[C:17]2[C:12](=[CH:13][CH:14]=[CH:15][CH:16]=2)[C:11]([O:18][C:19]2[CH:24]=[CH:23][C:22]([CH2:25][C@H:26]([NH:30]C(OC(C)(C)C)=O)[C:27]([OH:29])=[O:28])=[CH:21][CH:20]=2)=[CH:10][CH:9]=1, predict the reaction product. (7) Given the reactants [CH3:1][N:2]1[CH2:7][CH2:6][NH:5][CH2:4][CH2:3]1.ON1C2C=CC=CC=2N=N1.CN1CCOCC1.Cl.C(N=C=NCCCN(C)C)C.[C:37]([S:40][CH2:41][CH2:42][N:43]([CH2:52][CH2:53][CH:54]1[CH2:59][CH2:58][CH2:57][CH2:56][CH2:55]1)[C:44](=[O:51])[NH:45][C@@H:46]([CH3:50])[C:47]([OH:49])=O)(=[O:39])[CH3:38], predict the reaction product. The product is: [C:37]([S:40][CH2:41][CH2:42][N:43]([CH2:52][CH2:53][CH:54]1[CH2:59][CH2:58][CH2:57][CH2:56][CH2:55]1)[C:44](=[O:51])[NH:45][C@@H:46]([CH3:50])[C:47]([N:5]1[CH2:6][CH2:7][N:2]([CH3:1])[CH2:3][CH2:4]1)=[O:49])(=[O:39])[CH3:38]. (8) Given the reactants Cl[C:2]1[C:11]2[C:6](=[CH:7][C:8]([O:14][CH3:15])=[C:9]([O:12][CH3:13])[CH:10]=2)[N:5]=[CH:4][C:3]=1[C:16]([NH2:18])=[O:17].C[N:20]([CH:22]=O)C, predict the reaction product. The product is: [CH3:13][O:12][C:9]1[CH:10]=[C:11]2[C:6](=[CH:7][C:8]=1[O:14][CH3:15])[N:5]=[CH:4][C:3]([C:16]([NH2:18])=[O:17])=[C:2]2[NH:20][C:22]1[CH:4]=[CH:3][CH:2]=[CH:11][C:10]=1[CH2:9][CH2:8][CH3:7].